Dataset: Catalyst prediction with 721,799 reactions and 888 catalyst types from USPTO. Task: Predict which catalyst facilitates the given reaction. Reactant: Cl.[C@H:2]12[CH2:8][C@H:5]([NH:6][CH2:7]1)[CH2:4][N:3]2[CH2:9][C:10]1[CH:25]=[CH:24][C:13]([O:14][C:15]2[S:16][C:17]3[CH:23]=[CH:22][CH:21]=[CH:20][C:18]=3[N:19]=2)=[CH:12][CH:11]=1.CCN(CC)CC.C[Si]([N:37]=[C:38]=[O:39])(C)C. Product: [S:16]1[C:17]2[CH:23]=[CH:22][CH:21]=[CH:20][C:18]=2[N:19]=[C:15]1[O:14][C:13]1[CH:12]=[CH:11][C:10]([CH2:9][N:3]2[CH2:4][C@@H:5]3[CH2:8][C@H:2]2[CH2:7][N:6]3[C:38]([NH2:37])=[O:39])=[CH:25][CH:24]=1. The catalyst class is: 2.